From a dataset of Human Reference Interactome with 51,813 positive PPI pairs across 8,248 proteins, plus equal number of experimentally-validated negative pairs. Binary Classification. Given two protein amino acid sequences, predict whether they physically interact or not. Protein 1 (ENSG00000092295) has sequence MMDGPRSDVGRWGGNPLQPPTTPSPEPEPEPDGRSRRGGGRSFWARCCGCCSCRNAADDDWGPEPSDSRGRGSSSGTRRPGSRGSDSRRPVSRGSGVNAAGDGTIREGMLVVNGVDLLSSRSDQNRREHHTDEYEYDELIVRRGQPFHMLLLLSRTYESSDRITLELLIGNNPEVGKGTHVIIPVGKGGSGGWKAQVVKASGQNLNLRVHTSPNAIIGKFQFTVRTQSDAGEFQLPFDPRNEIYILFNPWCPEDIVYVDHEDWRQEYVLNESGRIYYGTEAQIGERTWNYGQFDHGVLDA.... Protein 2 (ENSG00000130540) has sequence MAESEAETPSTPGEFESKYFEFHGVRLPPFCRGKMEEIANFPVRPSDVWIVTYPKSGTSLLQEVVYLVSQGADPDEIGLMNIDEQLPVLEYPQPGLDIIKELTSPRLIKSHLPYRFLPSDLHNGDSKVIYMARNPKDLVVSYYQFHRSLRTMSYRGTFQEFCRRFMNDKLGYGSWFEHVQEFWEHRMDSNVLFLKYEDMHRDLVTMVEQLARFLGVSCDKAQLEALTEHCHQLVDQCCNAEALPVGRGRVGLWKDIFTVSMNEKFDLVYKQKMGKCDLTFDFYL*MAESEAETPSTPGEF.... Result: 1 (the proteins interact).